The task is: Predict the reactants needed to synthesize the given product.. This data is from Retrosynthesis with 50K atom-mapped reactions and 10 reaction types from USPTO. (1) Given the product Clc1ncc(Cl)c(Nc2cc(OCC3CC3)[nH]n2)n1, predict the reactants needed to synthesize it. The reactants are: Clc1ncc(Cl)c(Cl)n1.Nc1cc(OCC2CC2)[nH]n1. (2) Given the product C[C@H](NC(=O)Cc1cc(F)cc(F)c1)C(=O)NN1C(=O)C(C2CCCCC2)c2ccccc2-c2ccccc21, predict the reactants needed to synthesize it. The reactants are: C[C@H](NC(=O)Cc1cc(F)cc(F)c1)C(=O)O.NN1C(=O)C(C2CCCCC2)c2ccccc2-c2ccccc21. (3) Given the product FC(F)Oc1cccc(C#Cc2cc(OCc3ccccc3)c(OCc3ccccc3)nn2)c1, predict the reactants needed to synthesize it. The reactants are: C#Cc1cc(OCc2ccccc2)c(OCc2ccccc2)nn1.FC(F)Oc1cccc(I)c1. (4) Given the product Cc1cc(S(=O)(=O)c2ccccc2)c(N)c(=O)n1CC(=O)O, predict the reactants needed to synthesize it. The reactants are: COC(=O)Cn1c(C)cc(S(=O)(=O)c2ccccc2)c(N)c1=O.